Dataset: Reaction yield outcomes from USPTO patents with 853,638 reactions. Task: Predict the reaction yield, written as a fraction of the theoretical maximum amount of product (1.0 means a 100% yield; for example, 0.34 means a 34% yield). (1) The reactants are O[CH:2]1[CH2:5][N:4]([C:6]([O:8][C:9]([CH3:12])([CH3:11])[CH3:10])=[O:7])[CH2:3]1.N1C=CN=C1.C1C=CC(P(C2C=CC=CC=2)C2C=CC=CC=2)=CC=1.[I:37]I.C([O-])(O)=O.[Na+]. The catalyst is C1(C)C=CC=CC=1. The product is [I:37][CH:2]1[CH2:5][N:4]([C:6]([O:8][C:9]([CH3:12])([CH3:11])[CH3:10])=[O:7])[CH2:3]1. The yield is 0.930. (2) The reactants are [Cl:1][C:2]1[S:6][C:5]([S:7]([NH:10][C:11]2[CH:19]=[CH:18][C:14]([C:15]([OH:17])=[O:16])=[C:13]([OH:20])[CH:12]=2)(=[O:9])=[O:8])=[CH:4][C:3]=1[C:21]1[CH:26]=[CH:25][CH:24]=[C:23]([F:27])[CH:22]=1.[CH3:28][O:29][CH2:30][CH:31](O)[CH2:32][O:33][CH3:34]. No catalyst specified. The product is [Cl:1][C:2]1[S:6][C:5]([S:7]([NH:10][C:11]2[CH:19]=[CH:18][C:14]([C:15]([O:17][CH:31]([CH2:32][O:33][CH3:34])[CH2:30][O:29][CH3:28])=[O:16])=[C:13]([OH:20])[CH:12]=2)(=[O:8])=[O:9])=[CH:4][C:3]=1[C:21]1[CH:26]=[CH:25][CH:24]=[C:23]([F:27])[CH:22]=1. The yield is 0.480. (3) The reactants are O=[C:2]1[CH2:11][CH2:10][CH2:9][C:8]2[CH:7]=[C:6]([O:12][C:13]3[CH:21]=[CH:20][C:16]([C:17]([NH2:19])=[O:18])=[CH:15][CH:14]=3)[CH:5]=[CH:4][C:3]1=2.[CH2:22]([NH2:29])[C:23]1[CH:28]=[CH:27][CH:26]=[CH:25][CH:24]=1.[OH-].[Na+]. The catalyst is Cl[Ti](Cl)(Cl)Cl.C1COCC1. The product is [CH2:22]([NH:29][CH:2]1[CH2:11][CH2:10][CH2:9][C:8]2[CH:7]=[C:6]([O:12][C:13]3[CH:21]=[CH:20][C:16]([C:17]([NH2:19])=[O:18])=[CH:15][CH:14]=3)[CH:5]=[CH:4][C:3]1=2)[C:23]1[CH:28]=[CH:27][CH:26]=[CH:25][CH:24]=1. The yield is 0.120. (4) The reactants are [BH4-].[Na+].[CH:3]([C:5]1[S:9][C:8]([C:10]([OH:12])=[O:11])=[CH:7][CH:6]=1)=[O:4].CC(C)=O. The catalyst is CO. The product is [OH:4][CH2:3][C:5]1[S:9][C:8]([C:10]([OH:12])=[O:11])=[CH:7][CH:6]=1. The yield is 0.870.